Dataset: Full USPTO retrosynthesis dataset with 1.9M reactions from patents (1976-2016). Task: Predict the reactants needed to synthesize the given product. (1) Given the product [CH:2]1([C:14]2[CH:19]=[C:18]([O:20][CH3:21])[C:17]([O:22][CH:23]([CH3:25])[CH3:24])=[CH:16][C:15]=2[C:26](=[O:28])[CH3:27])[CH2:7][CH2:6][CH2:5][CH2:4][CH2:3]1, predict the reactants needed to synthesize it. The reactants are: Br[CH:2]1[CH2:7][CH2:6][CH2:5][CH2:4][CH2:3]1.C([Li])(C)(C)C.I[C:14]1[CH:19]=[C:18]([O:20][CH3:21])[C:17]([O:22][CH:23]([CH3:25])[CH3:24])=[CH:16][C:15]=1[C:26](=[O:28])[CH3:27].C(Cl)Cl. (2) The reactants are: [F:1][C:2]([F:17])([F:16])[C:3]1[CH:11]=[C:10]([C:12]([F:15])([F:14])[F:13])[CH:9]=[CH:8][C:4]=1[C:5]([OH:7])=O.ON1C2C=CC=CC=2N=N1.Cl.C(N=C=NCCCN(C)C)C.Cl.Cl.[CH3:42][NH:43][C:44]1=[N:45][C:46](=[O:56])[S:47]/[C:48]/1=[CH:49]\[CH:50]1[CH2:55][CH2:54][NH:53][CH2:52][CH2:51]1. Given the product [F:16][C:2]([F:1])([F:17])[C:3]1[CH:11]=[C:10]([C:12]([F:15])([F:14])[F:13])[CH:9]=[CH:8][C:4]=1[C:5]([N:53]1[CH2:54][CH2:55][CH:50](/[CH:49]=[C:48]2/[C:44]([NH:43][CH3:42])=[N:45][C:46](=[O:56])[S:47]/2)[CH2:51][CH2:52]1)=[O:7], predict the reactants needed to synthesize it. (3) The reactants are: [NH2:1][C:2]1[CH:3]=[C:4]([CH:8]=[CH:9][C:10]=1[CH3:11])[C:5]([OH:7])=[O:6].[Br:12]N1C(=O)CCC1=O. Given the product [NH2:1][C:2]1[CH:3]=[C:4]([C:8]([Br:12])=[CH:9][C:10]=1[CH3:11])[C:5]([OH:7])=[O:6], predict the reactants needed to synthesize it. (4) Given the product [CH:1]([S:4]([C:5]1[CH:12]=[CH:11][CH:10]=[CH:9][C:6]=1[CH:7]=[O:8])=[O:15])([CH3:3])[CH3:2], predict the reactants needed to synthesize it. The reactants are: [CH:1]([S:4][C:5]1[CH:12]=[CH:11][CH:10]=[CH:9][C:6]=1[CH:7]=[O:8])([CH3:3])[CH3:2].BrBr.[O-:15]S([O-])=O.[Na+].[Na+]. (5) Given the product [F:38][C:39]1[CH:47]=[C:46]2[C:42]([CH2:43][CH2:44][N:45]2[CH:48]2[CH2:53][CH2:52][N:51]([C:36]([NH:33][C:9]3[CH:10]=[C:3]4[C:2](=[O:1])[NH:7][CH2:6][CH2:5][N:4]4[N:8]=3)=[O:21])[CH2:50][CH2:49]2)=[CH:41][CH:40]=1, predict the reactants needed to synthesize it. The reactants are: [O:1]=[C:2]1[NH:7][CH2:6][CH2:5][N:4]2[N:8]=[C:9](C(O)=O)[CH:10]=[C:3]12.C1(P(N=[N+]=[N-])(C2C=CC=CC=2)=[O:21])C=CC=CC=1.CC[N:33]([CH2:36]C)CC.[F:38][C:39]1[CH:47]=[C:46]2[C:42]([CH2:43][CH2:44][N:45]2[CH:48]2[CH2:53][CH2:52][NH:51][CH2:50][CH2:49]2)=[CH:41][CH:40]=1. (6) Given the product [N:23]1([C:28]2[CH:29]=[C:30]([C:31]([N:18]3[CH2:19][CH2:20][CH2:21][CH2:22][C@@H:17]3[CH2:16][O:15][C:14]3[C:4]4[C:3]([NH2:2])=[N:8][S:7](=[O:9])(=[O:10])[NH:6][C:5]=4[CH:11]=[CH:12][CH:13]=3)=[O:32])[CH:34]=[CH:35][N:36]=2)[CH:27]=[CH:26][N:25]=[CH:24]1, predict the reactants needed to synthesize it. The reactants are: Cl.[NH2:2][C:3]1[C:4]2[C:14]([O:15][CH2:16][C@H:17]3[CH2:22][CH2:21][CH2:20][CH2:19][NH2+:18]3)=[CH:13][CH:12]=[CH:11][C:5]=2[NH:6][S:7](=[O:10])(=[O:9])[N:8]=1.[N:23]1([C:28]2[CH:29]=[C:30]([CH:34]=[CH:35][N:36]=2)[C:31](O)=[O:32])[CH:27]=[CH:26][N:25]=[CH:24]1. (7) Given the product [NH2:22][C:6]1[CH:5]=[N:4][CH:3]=[C:2]([CH3:1])[C:7]=1[N:8]1[CH2:13][CH2:12][CH2:11][C@H:10]([NH:14][C:15](=[O:21])[O:16][C:17]([CH3:18])([CH3:19])[CH3:20])[CH2:9]1, predict the reactants needed to synthesize it. The reactants are: [CH3:1][C:2]1[CH:3]=[N:4][CH:5]=[C:6]([N+:22]([O-])=O)[C:7]=1[N:8]1[CH2:13][CH2:12][CH2:11][C@H:10]([NH:14][C:15](=[O:21])[O:16][C:17]([CH3:20])([CH3:19])[CH3:18])[CH2:9]1.[Cl-].[NH4+].